This data is from Full USPTO retrosynthesis dataset with 1.9M reactions from patents (1976-2016). The task is: Predict the reactants needed to synthesize the given product. (1) Given the product [CH3:23][O:24][C:25]1[CH:30]=[CH:29][C:28]([O:1][CH2:2][CH2:3][CH2:4][N:5]([CH2:18][C:19]([F:20])([F:21])[F:22])[C:6]2[CH:13]=[CH:12][C:9]([C:10]#[N:11])=[C:8]([C:14]([F:16])([F:15])[F:17])[CH:7]=2)=[CH:27][CH:26]=1, predict the reactants needed to synthesize it. The reactants are: [OH:1][CH2:2][CH2:3][CH2:4][N:5]([CH2:18][C:19]([F:22])([F:21])[F:20])[C:6]1[CH:13]=[CH:12][C:9]([C:10]#[N:11])=[C:8]([C:14]([F:17])([F:16])[F:15])[CH:7]=1.[CH3:23][O:24][C:25]1[CH:30]=[CH:29][C:28](O)=[CH:27][CH:26]=1. (2) Given the product [Cl:33][C:30]1[CH:29]=[CH:28][C:27]([CH:8]([C:5]2[CH:4]=[CH:3][C:2]([Cl:1])=[CH:7][CH:6]=2)[C:9]2[CH:10]=[C:11]3[C:16](=[CH:17][CH:18]=2)[N:15]=[C:14]([OH:19])[CH:13]=[C:12]3[NH:20][CH:21]2[CH2:22][CH2:23][N:24]([CH2:34][C:36]3[CH:37]=[C:38]([CH:43]=[CH:44][CH:45]=3)[C:39]([O:41][CH3:42])=[O:40])[CH2:25][CH2:26]2)=[CH:32][CH:31]=1, predict the reactants needed to synthesize it. The reactants are: [Cl:1][C:2]1[CH:7]=[CH:6][C:5]([CH:8]([C:27]2[CH:32]=[CH:31][C:30]([Cl:33])=[CH:29][CH:28]=2)[C:9]2[CH:10]=[C:11]3[C:16](=[CH:17][CH:18]=2)[N:15]=[C:14]([OH:19])[CH:13]=[C:12]3[NH:20][CH:21]2[CH2:26][CH2:25][NH:24][CH2:23][CH2:22]2)=[CH:4][CH:3]=1.[CH:34]([C:36]1[CH:37]=[C:38]([CH:43]=[CH:44][CH:45]=1)[C:39]([O:41][CH3:42])=[O:40])=O.CO.[BH3-]C#N.[Na+]. (3) Given the product [CH3:1][O:2][C:3](=[O:11])[CH2:4][CH2:5][CH2:6][CH2:7][C:8]([O:13][CH2:15][Cl:16])=[O:9], predict the reactants needed to synthesize it. The reactants are: [CH3:1][O:2][C:3](=[O:11])[CH2:4][CH2:5][CH2:6][CH2:7][C:8](Cl)=[O:9].C=[O:13].Cl[CH2:15][Cl:16]. (4) Given the product [CH2:1]([O:3][C:4]([C@@H:6]1[CH2:10][CH2:9][CH:8]([CH2:22][CH:21]=[CH2:20])[N:7]1[C:13]([O:15][C:16]([CH3:17])([CH3:18])[CH3:19])=[O:14])=[O:5])[CH3:2], predict the reactants needed to synthesize it. The reactants are: [CH2:1]([O:3][C:4]([C@@H:6]1[CH2:10][CH2:9][CH:8](OC)[N:7]1[C:13]([O:15][C:16]([CH3:19])([CH3:18])[CH3:17])=[O:14])=[O:5])[CH3:2].[CH2:20]([Si](C)(C)C)[CH:21]=[CH2:22].B(F)(F)F.CCOCC.C([O-])(O)=O.[Na+]. (5) Given the product [OH:2][C:1]1[CH:3]=[C:4]([OH:5])[CH:6]=[CH:7][C:8]=1[C:18](=[O:19])[CH2:17][C:14]1[CH:15]=[CH:16][C:11]([O:10][CH3:9])=[CH:12][CH:13]=1, predict the reactants needed to synthesize it. The reactants are: [C:1]1([CH:8]=[CH:7][CH:6]=[C:4]([OH:5])[CH:3]=1)[OH:2].[CH3:9][O:10][C:11]1[CH:16]=[CH:15][C:14]([CH2:17][C:18](O)=[O:19])=[CH:13][CH:12]=1.C([O-])(=O)C.[Na+]. (6) Given the product [CH2:25]([O:24][C:21]1[CH:20]=[CH:19][C:18]([CH:14]2[O:15][CH2:16][CH2:17][N:12]([CH2:11][CH2:10][CH2:9][P:4](=[O:3])([OH:5])[OH:8])[CH2:13]2)=[CH:23][CH:22]=1)[CH2:26][CH2:27][CH2:28][CH2:29][CH2:30][CH2:31][CH3:32], predict the reactants needed to synthesize it. The reactants are: C([O:3][P:4]([CH2:9][CH2:10][CH2:11][N:12]1[CH2:17][CH2:16][O:15][CH:14]([C:18]2[CH:23]=[CH:22][C:21]([O:24][CH2:25][CH2:26][CH2:27][CH2:28][CH2:29][CH2:30][CH2:31][CH3:32])=[CH:20][CH:19]=2)[CH2:13]1)(=[O:8])[O:5]CC)C.Br[Si](C)(C)C.